Regression. Given two drug SMILES strings and cell line genomic features, predict the synergy score measuring deviation from expected non-interaction effect. From a dataset of NCI-60 drug combinations with 297,098 pairs across 59 cell lines. (1) Drug 2: CC1CCC2CC(C(=CC=CC=CC(CC(C(=O)C(C(C(=CC(C(=O)CC(OC(=O)C3CCCCN3C(=O)C(=O)C1(O2)O)C(C)CC4CCC(C(C4)OC)O)C)C)O)OC)C)C)C)OC. Drug 1: C1CCC(CC1)NC(=O)N(CCCl)N=O. Synergy scores: CSS=24.4, Synergy_ZIP=-14.0, Synergy_Bliss=-13.7, Synergy_Loewe=-19.3, Synergy_HSA=-8.94. Cell line: ACHN. (2) Drug 1: CC1C(C(CC(O1)OC2CC(OC(C2O)C)OC3=CC4=CC5=C(C(=O)C(C(C5)C(C(=O)C(C(C)O)O)OC)OC6CC(C(C(O6)C)O)OC7CC(C(C(O7)C)O)OC8CC(C(C(O8)C)O)(C)O)C(=C4C(=C3C)O)O)O)O. Drug 2: C(CCl)NC(=O)N(CCCl)N=O. Cell line: HT29. Synergy scores: CSS=48.8, Synergy_ZIP=-2.68, Synergy_Bliss=-9.06, Synergy_Loewe=-44.8, Synergy_HSA=-9.23. (3) Drug 1: CC(C1=C(C=CC(=C1Cl)F)Cl)OC2=C(N=CC(=C2)C3=CN(N=C3)C4CCNCC4)N. Drug 2: CC12CCC3C(C1CCC2=O)CC(=C)C4=CC(=O)C=CC34C. Cell line: HL-60(TB). Synergy scores: CSS=69.2, Synergy_ZIP=-3.20, Synergy_Bliss=2.70, Synergy_Loewe=-9.16, Synergy_HSA=-0.452. (4) Drug 1: CC(C1=C(C=CC(=C1Cl)F)Cl)OC2=C(N=CC(=C2)C3=CN(N=C3)C4CCNCC4)N. Drug 2: CS(=O)(=O)CCNCC1=CC=C(O1)C2=CC3=C(C=C2)N=CN=C3NC4=CC(=C(C=C4)OCC5=CC(=CC=C5)F)Cl. Cell line: SK-MEL-28. Synergy scores: CSS=-8.69, Synergy_ZIP=2.06, Synergy_Bliss=-1.80, Synergy_Loewe=-7.86, Synergy_HSA=-7.12. (5) Drug 1: CCC1(CC2CC(C3=C(CCN(C2)C1)C4=CC=CC=C4N3)(C5=C(C=C6C(=C5)C78CCN9C7C(C=CC9)(C(C(C8N6C)(C(=O)OC)O)OC(=O)C)CC)OC)C(=O)OC)O.OS(=O)(=O)O. Drug 2: CC=C1C(=O)NC(C(=O)OC2CC(=O)NC(C(=O)NC(CSSCCC=C2)C(=O)N1)C(C)C)C(C)C. Cell line: MDA-MB-435. Synergy scores: CSS=48.9, Synergy_ZIP=0.469, Synergy_Bliss=-0.364, Synergy_Loewe=-22.4, Synergy_HSA=-1.35. (6) Drug 1: CC1CCC2CC(C(=CC=CC=CC(CC(C(=O)C(C(C(=CC(C(=O)CC(OC(=O)C3CCCCN3C(=O)C(=O)C1(O2)O)C(C)CC4CCC(C(C4)OC)OCCO)C)C)O)OC)C)C)C)OC. Drug 2: CC(C)CN1C=NC2=C1C3=CC=CC=C3N=C2N. Cell line: CCRF-CEM. Synergy scores: CSS=2.83, Synergy_ZIP=-0.530, Synergy_Bliss=-1.88, Synergy_Loewe=-2.65, Synergy_HSA=-1.87.